From a dataset of Full USPTO retrosynthesis dataset with 1.9M reactions from patents (1976-2016). Predict the reactants needed to synthesize the given product. Given the product [Br:13][C:14]1[CH:19]=[CH:18][C:17]([N:20]2[C:29](=[O:30])[C:28]3[C:23](=[CH:24][CH:25]=[CH:26][CH:27]=3)[N:22]=[C:21]2[C:31]2[CH:36]=[CH:35][C:34]([N+:37]([O-:39])=[O:38])=[C:33](/[CH:40]=[CH:6]/[N:7]([CH3:9])[CH3:8])[CH:32]=2)=[CH:16][CH:15]=1, predict the reactants needed to synthesize it. The reactants are: C(O[CH:6](N(C)C)[N:7]([CH3:9])[CH3:8])(C)(C)C.[Br:13][C:14]1[CH:19]=[CH:18][C:17]([N:20]2[C:29](=[O:30])[C:28]3[C:23](=[CH:24][CH:25]=[CH:26][CH:27]=3)[N:22]=[C:21]2[C:31]2[CH:36]=[CH:35][C:34]([N+:37]([O-:39])=[O:38])=[C:33]([CH3:40])[CH:32]=2)=[CH:16][CH:15]=1.